Dataset: Full USPTO retrosynthesis dataset with 1.9M reactions from patents (1976-2016). Task: Predict the reactants needed to synthesize the given product. (1) Given the product [CH3:1][C:2]1([N:7]2[CH2:8][CH2:9][CH:10]([N:13]3[C:21]4[C:16](=[CH:17][CH:18]=[CH:19][CH:20]=4)[CH2:15][C:14]3=[O:22])[CH2:11][CH2:12]2)[CH2:6][CH2:5][N:4]([C:23]([O:24][CH2:25][CH3:26])=[O:27])[CH2:3]1, predict the reactants needed to synthesize it. The reactants are: [CH3:1][C:2]1([N:7]2[CH2:12][CH2:11][CH:10]([N:13]3[C:21]4[C:16](=[CH:17][CH:18]=[CH:19][CH:20]=4)[CH2:15][C:14]3=[O:22])[CH2:9][CH2:8]2)[CH2:6][CH2:5][NH:4][CH2:3]1.[C:23](Cl)(=[O:27])[O:24][CH2:25][CH3:26]. (2) Given the product [C:51]([O:50][C:49]([NH:48][CH2:47][CH2:46][NH:8][C:9]1[N:14]=[C:13]([CH2:15][CH2:16][O:17][C:18]2[CH:40]=[CH:39][C:21]([CH2:22][C@@H:23]([C:35]([O:37][CH3:38])=[O:36])[NH:24][C:25]([C:27]3[C:28]([Cl:34])=[CH:29][CH:30]=[CH:31][C:32]=3[Cl:33])=[O:26])=[CH:20][CH:19]=2)[CH:12]=[CH:11][CH:10]=1)=[O:55])([CH3:54])([CH3:53])[CH3:52], predict the reactants needed to synthesize it. The reactants are: C(OC([NH:8][C:9]1[N:14]=[C:13]([CH2:15][CH2:16][O:17][C:18]2[CH:40]=[CH:39][C:21]([CH2:22][C@@H:23]([C:35]([O:37][CH3:38])=[O:36])[NH:24][C:25]([C:27]3[C:32]([Cl:33])=[CH:31][CH:30]=[CH:29][C:28]=3[Cl:34])=[O:26])=[CH:20][CH:19]=2)[CH:12]=[CH:11][CH:10]=1)=O)(C)(C)C.C(O)(=O)C.O=[CH:46][CH2:47][NH:48][C:49](=[O:55])[O:50][C:51]([CH3:54])([CH3:53])[CH3:52].[BH-](OC(C)=O)(OC(C)=O)OC(C)=O.[Na+]. (3) Given the product [F:19][C:20]1[CH:26]=[CH:25][C:23]([NH:24][C:15](=[O:17])[CH2:14][C:9]2[NH:10][C:11](=[O:13])[CH:12]=[C:7]([N:1]3[CH2:2][CH2:3][O:4][CH2:5][CH2:6]3)[N:8]=2)=[CH:22][C:21]=1[C:27]([F:28])([F:29])[F:30], predict the reactants needed to synthesize it. The reactants are: [N:1]1([C:7]2[N:8]=[C:9]([CH2:14][C:15]([O-:17])=O)[NH:10][C:11](=[O:13])[CH:12]=2)[CH2:6][CH2:5][O:4][CH2:3][CH2:2]1.[Na+].[F:19][C:20]1[CH:26]=[CH:25][C:23]([NH2:24])=[CH:22][C:21]=1[C:27]([F:30])([F:29])[F:28]. (4) Given the product [Cl:1][C:2]1[CH:7]=[C:6]([NH2:8])[CH:5]=[C:4]([Cl:11])[N:3]=1, predict the reactants needed to synthesize it. The reactants are: [Cl:1][C:2]1[CH:7]=[C:6]([N+:8]([O-])=O)[CH:5]=[C:4]([Cl:11])[N:3]=1.O.Cl. (5) The reactants are: [NH2:1][C:2]1[S:3][CH:4]=[C:5]([CH2:7][N:8]2[C:12](=[O:13])/[C:11](=[CH:14]/[C:15]3[CH:16]=[C:17]4[C:21](=[CH:22][CH:23]=3)[N:20]([CH2:24][C:25]3[CH:30]=[CH:29][C:28]([Cl:31])=[CH:27][C:26]=3[C:32]([F:35])([F:34])[F:33])[N:19]=[CH:18]4)/[S:10][C:9]2=[O:36])[N:6]=1.[C:37](OC(=O)C)(=[O:39])[CH3:38]. Given the product [Cl:31][C:28]1[CH:29]=[CH:30][C:25]([CH2:24][N:20]2[C:21]3[C:17](=[CH:16][C:15](/[CH:14]=[C:11]4/[C:12](=[O:13])[N:8]([CH2:7][C:5]5[N:6]=[C:2]([NH:1][C:37](=[O:39])[CH3:38])[S:3][CH:4]=5)[C:9](=[O:36])[S:10]/4)=[CH:23][CH:22]=3)[CH:18]=[N:19]2)=[C:26]([C:32]([F:35])([F:34])[F:33])[CH:27]=1, predict the reactants needed to synthesize it. (6) The reactants are: [C:1]([C:5]1[CH:6]=[C:7]2[C:19]3=[C:20]4[C:10](=[CH:11][CH:12]=[C:13]([C:21]5[CH:26]=[CH:25][C:24]([CH3:27])=[CH:23][CH:22]=5)[C:14]4=[CH:15][CH:16]=[C:17]3[CH:18]=1)[CH:9]=[CH:8]2)([CH3:4])([CH3:3])[CH3:2].CO.[Br-:30].[Br-].[Br-].C([N+](C)(C)C)C1C=CC=CC=1.C([N+](C)(C)C)C1C=CC=CC=1.C([N+](C)(C)C)C1C=CC=CC=1.O. Given the product [Br:30][C:11]1[C:10]2[C:20]3=[C:19]4[C:7](=[CH:8][CH:9]=2)[CH:6]=[C:5]([C:1]([CH3:4])([CH3:3])[CH3:2])[CH:18]=[C:17]4[CH:16]=[CH:15][C:14]3=[C:13]([C:21]2[CH:22]=[CH:23][C:24]([CH3:27])=[CH:25][CH:26]=2)[CH:12]=1, predict the reactants needed to synthesize it. (7) Given the product [NH2:34][C:2]1[CH:10]=[CH:9][CH:8]=[C:7]2[C:3]=1[C:4]1([C:28]3[C:19](=[CH:20][C:21]4[O:26][CH2:25][CH2:24][O:23][C:22]=4[CH:27]=3)[O:18][CH2:17]1)[C:5](=[O:16])[N:6]2[CH2:11][CH2:12][CH2:13][CH2:14][CH3:15], predict the reactants needed to synthesize it. The reactants are: Br[C:2]1[CH:10]=[CH:9][CH:8]=[C:7]2[C:3]=1[C:4]1([C:28]3[C:19](=[CH:20][C:21]4[O:26][CH2:25][CH2:24][O:23][C:22]=4[CH:27]=3)[O:18][CH2:17]1)[C:5](=[O:16])[N:6]2[CH2:11][CH2:12][CH2:13][CH2:14][CH3:15].BrC1C=CC=C2C=1C1(C3C(=CC4OCCOC=4C=3)OC1)C(=O)[N:34]2C.